Dataset: Peptide-MHC class I binding affinity with 185,985 pairs from IEDB/IMGT. Task: Regression. Given a peptide amino acid sequence and an MHC pseudo amino acid sequence, predict their binding affinity value. This is MHC class I binding data. (1) The peptide sequence is YVASYLLAAL. The MHC is HLA-A02:01 with pseudo-sequence HLA-A02:01. The binding affinity (normalized) is 0.529. (2) The peptide sequence is TEDQGHFPL. The MHC is HLA-A02:11 with pseudo-sequence HLA-A02:11. The binding affinity (normalized) is 0.0847. (3) The peptide sequence is ARIVNSVFV. The MHC is H-2-Db with pseudo-sequence H-2-Db. The binding affinity (normalized) is 0.719. (4) The peptide sequence is AFSSQELASL. The MHC is H-2-Kd with pseudo-sequence H-2-Kd. The binding affinity (normalized) is 0.468. (5) The peptide sequence is FELKNSTTI. The MHC is HLA-A02:01 with pseudo-sequence HLA-A02:01. The binding affinity (normalized) is 0.143. (6) The peptide sequence is LEYFQFVKKLL. The MHC is HLA-B37:01 with pseudo-sequence HLA-B37:01. The binding affinity (normalized) is 0.0847. (7) The peptide sequence is RRMATTFTF. The MHC is HLA-B15:17 with pseudo-sequence HLA-B15:17. The binding affinity (normalized) is 0.218. (8) The peptide sequence is LGAQALPVY. The MHC is HLA-B15:01 with pseudo-sequence HLA-B15:01. The binding affinity (normalized) is 0.886. (9) The peptide sequence is FTDISMSLY. The MHC is HLA-A80:01 with pseudo-sequence HLA-A80:01. The binding affinity (normalized) is 0.635.